This data is from Reaction yield outcomes from USPTO patents with 853,638 reactions. The task is: Predict the reaction yield, written as a fraction of the theoretical maximum amount of product (1.0 means a 100% yield; for example, 0.34 means a 34% yield). (1) The reactants are Cl.[Cl:2][C:3]1[CH:4]=[C:5]([CH:10]2[CH2:13][C:12]3([CH2:18][CH2:17][NH:16][CH2:15][CH2:14]3)[CH2:11]2)[CH:6]=[CH:7][C:8]=1[F:9].[CH3:19][C:20]1[C:24]([CH3:25])=[C:23]([NH:26][C:27](=O)[O:28]C2C=CC=CC=2)[O:22][N:21]=1.CCN(C(C)C)C(C)C. The catalyst is C(#N)C. The product is [Cl:2][C:3]1[CH:4]=[C:5]([CH:10]2[CH2:13][C:12]3([CH2:14][CH2:15][N:16]([C:27]([NH:26][C:23]4[O:22][N:21]=[C:20]([CH3:19])[C:24]=4[CH3:25])=[O:28])[CH2:17][CH2:18]3)[CH2:11]2)[CH:6]=[CH:7][C:8]=1[F:9]. The yield is 0.870. (2) The reactants are [N+:1]([C:4]1[C:5]([OH:14])=[C:6]([O:12][CH3:13])[CH:7]=[C:8]([CH:11]=1)[CH:9]=[O:10])([O-:3])=[O:2].[C:15](=O)([O-])[O-].[Cs+].[Cs+].IC. The catalyst is CN(C=O)C.CCOCC. The product is [CH3:13][O:12][C:6]1[CH:7]=[C:8]([CH:11]=[C:4]([N+:1]([O-:3])=[O:2])[C:5]=1[O:14][CH3:15])[CH:9]=[O:10]. The yield is 0.400. (3) The yield is 0.820. The catalyst is C1COCC1. The reactants are I[C:2]1[C:3]([CH3:18])=[N:4][N:5]([S:8]([C:11]2[CH:16]=[CH:15][C:14]([CH3:17])=[CH:13][CH:12]=2)(=[O:10])=[O:9])[C:6]=1[CH3:7].C([Mg]Cl)(C)C.CN([CH:27]=[O:28])C. The product is [CH3:18][C:3]1[C:2]([CH:27]=[O:28])=[C:6]([CH3:7])[N:5]([S:8]([C:11]2[CH:16]=[CH:15][C:14]([CH3:17])=[CH:13][CH:12]=2)(=[O:10])=[O:9])[N:4]=1. (4) The reactants are [CH3:1][O:2][C:3]1[CH:8]=[CH:7][CH:6]=[CH:5][C:4]=1[CH:9]=[CH:10][C:11](=[O:22])[CH:12]=[CH:13][C:14]1[CH:19]=[CH:18][CH:17]=[CH:16][C:15]=1[O:20][CH3:21].[CH3:23][NH2:24].O. The catalyst is CN(C)C=O. The product is [CH3:21][O:20][C:15]1[CH:16]=[CH:17][CH:18]=[CH:19][C:14]=1[CH:13]1[CH2:12][C:11](=[O:22])[CH2:10][CH:9]([C:4]2[CH:5]=[CH:6][CH:7]=[CH:8][C:3]=2[O:2][CH3:1])[N:24]1[CH3:23]. The yield is 0.550. (5) The yield is 0.680. The product is [I:1][C:2]1[C:10]2[C:5](=[N:6][CH:7]=[N:8][C:9]=2[NH2:11])[N:4]([C:13]2[CH:18]=[CH:17][C:16]([N+:19]([O-:21])=[O:20])=[CH:15][N:14]=2)[N:3]=1. The reactants are [I:1][C:2]1[C:10]2[C:5](=[N:6][CH:7]=[N:8][C:9]=2[NH2:11])[NH:4][N:3]=1.F[C:13]1[CH:18]=[CH:17][C:16]([N+:19]([O-:21])=[O:20])=[CH:15][N:14]=1.C([O-])([O-])=O.[K+].[K+].O. The catalyst is CN(C=O)C. (6) The reactants are [CH2:1]([N:4]([CH2:10][C:11]1[CH:12]=[N:13][CH:14]=NC=1)[C:5](=[O:9])[O:6][CH2:7][CH3:8])[C:2]#[CH:3]. The catalyst is C1(C)C(C)=CC=CC=1. The product is [CH2:1]1[C:2]2[CH:3]=[CH:14][N:13]=[CH:12][C:11]=2[CH2:10][N:4]1[C:5]([O:6][CH2:7][CH3:8])=[O:9]. The yield is 0.460. (7) The yield is 0.590. The reactants are [C:1]([O:4][CH:5]1[CH:10]([CH3:11])[CH2:9][C:8]([C:12]2[CH:17]=[CH:16][N:15]=[CH:14][C:13]=2[N+:18]([O-])=O)=[CH:7][CH:6]1[NH:21][C:22]([O:24][C:25]([CH3:28])([CH3:27])[CH3:26])=[O:23])(=[O:3])[CH3:2]. The catalyst is CO.CCOC(C)=O.[Pd]. The product is [C:1]([O:4][CH:5]1[CH:10]([CH3:11])[CH2:9][CH:8]([C:12]2[CH:17]=[CH:16][N:15]=[CH:14][C:13]=2[NH2:18])[CH2:7][CH:6]1[NH:21][C:22]([O:24][C:25]([CH3:26])([CH3:28])[CH3:27])=[O:23])(=[O:3])[CH3:2].